This data is from Forward reaction prediction with 1.9M reactions from USPTO patents (1976-2016). The task is: Predict the product of the given reaction. Given the reactants ClC1[CH:10]=[C:9]([F:11])[CH:8]=[CH:7][C:3]=1C(O)=O.[CH3:12][O:13][C:14]1[CH:15]=[C:16]([CH:21]=[CH:22][C:23]=1[NH2:24])[C:17]([O:19][CH3:20])=[O:18].C(N([CH2:30][CH3:31])CC)C.[OH2:32].S(Cl)([Cl:35])=O, predict the reaction product. The product is: [Cl:35][C:31]1[CH:30]=[CH:10][C:9]([F:11])=[CH:8][C:7]=1[C:3]([NH:24][C:23]1[CH:22]=[CH:21][C:16]([C:17]([O:19][CH3:20])=[O:18])=[CH:15][C:14]=1[O:13][CH3:12])=[O:32].